From a dataset of NCI-60 drug combinations with 297,098 pairs across 59 cell lines. Regression. Given two drug SMILES strings and cell line genomic features, predict the synergy score measuring deviation from expected non-interaction effect. (1) Drug 1: CCN(CC)CCNC(=O)C1=C(NC(=C1C)C=C2C3=C(C=CC(=C3)F)NC2=O)C. Drug 2: CC1C(C(CC(O1)OC2CC(OC(C2O)C)OC3=CC4=CC5=C(C(=O)C(C(C5)C(C(=O)C(C(C)O)O)OC)OC6CC(C(C(O6)C)O)OC7CC(C(C(O7)C)O)OC8CC(C(C(O8)C)O)(C)O)C(=C4C(=C3C)O)O)O)O. Cell line: MCF7. Synergy scores: CSS=19.2, Synergy_ZIP=-2.14, Synergy_Bliss=-4.05, Synergy_Loewe=-20.6, Synergy_HSA=-3.34. (2) Drug 1: COC1=C(C=C2C(=C1)N=CN=C2NC3=CC(=C(C=C3)F)Cl)OCCCN4CCOCC4. Drug 2: CCN(CC)CCCC(C)NC1=C2C=C(C=CC2=NC3=C1C=CC(=C3)Cl)OC. Cell line: NCI-H460. Synergy scores: CSS=59.6, Synergy_ZIP=15.9, Synergy_Bliss=19.3, Synergy_Loewe=20.7, Synergy_HSA=21.6. (3) Drug 1: CN(C)C1=NC(=NC(=N1)N(C)C)N(C)C. Drug 2: C(CN)CNCCSP(=O)(O)O. Cell line: SK-MEL-5. Synergy scores: CSS=-3.56, Synergy_ZIP=3.39, Synergy_Bliss=3.39, Synergy_Loewe=-3.86, Synergy_HSA=-3.46. (4) Drug 1: COC1=NC(=NC2=C1N=CN2C3C(C(C(O3)CO)O)O)N. Drug 2: B(C(CC(C)C)NC(=O)C(CC1=CC=CC=C1)NC(=O)C2=NC=CN=C2)(O)O. Cell line: HS 578T. Synergy scores: CSS=64.4, Synergy_ZIP=-0.165, Synergy_Bliss=-3.74, Synergy_Loewe=-67.1, Synergy_HSA=-4.74. (5) Synergy scores: CSS=34.1, Synergy_ZIP=-4.89, Synergy_Bliss=-9.00, Synergy_Loewe=-7.64, Synergy_HSA=-6.94. Drug 1: C1=CC(=C2C(=C1NCCNCCO)C(=O)C3=C(C=CC(=C3C2=O)O)O)NCCNCCO. Cell line: RPMI-8226. Drug 2: B(C(CC(C)C)NC(=O)C(CC1=CC=CC=C1)NC(=O)C2=NC=CN=C2)(O)O.